Dataset: Forward reaction prediction with 1.9M reactions from USPTO patents (1976-2016). Task: Predict the product of the given reaction. Given the reactants [CH3:1][N:2]([C:10]1[CH:19]=[CH:18][C:17]2[C:16]([CH3:21])([CH3:20])[CH2:15][CH2:14][C:13]([CH3:23])([CH3:22])[C:12]=2[CH:11]=1)[C:3]1[CH:8]=[CH:7][CH:6]=[CH:5][C:4]=1[NH2:9].[CH3:24][O:25][C:26](=[O:36])[C:27]1[CH:35]=[CH:34][C:30]([C:31](O)=O)=[CH:29][CH:28]=1.O=P(Cl)(Cl)Cl, predict the reaction product. The product is: [CH3:24][O:25][C:26](=[O:36])[C:27]1[CH:35]=[CH:34][C:30]([C:31]2[C:19]3=[CH:18][C:17]4[C:16]([CH3:21])([CH3:20])[CH2:15][CH2:14][C:13]([CH3:23])([CH3:22])[C:12]=4[CH:11]=[C:10]3[N:2]([CH3:1])[C:3]3[CH:8]=[CH:7][CH:6]=[CH:5][C:4]=3[N:9]=2)=[CH:29][CH:28]=1.